From a dataset of Reaction yield outcomes from USPTO patents with 853,638 reactions. Predict the reaction yield, written as a fraction of the theoretical maximum amount of product (1.0 means a 100% yield; for example, 0.34 means a 34% yield). (1) The reactants are [Cl:1][C:2]1[N:7]=[C:6]([C:8]2[C:13]([CH3:14])=[CH:12][C:11]([CH3:15])=[CH:10][N:9]=2)[CH:5]=[CH:4][CH:3]=1.C1C(=O)N([Cl:23])C(=O)C1. The catalyst is CC(O)=O.CC([O-])=O.CC([O-])=O.[Pd+2]. The product is [Cl:23][C:5]1[C:6]([C:8]2[C:13]([CH3:14])=[CH:12][C:11]([CH3:15])=[CH:10][N:9]=2)=[N:7][C:2]([Cl:1])=[CH:3][CH:4]=1. The yield is 0.690. (2) The reactants are Cl[CH2:2][C:3]1[NH:7][C:6]2[CH:8]=[CH:9][CH:10]=[CH:11][C:5]=2[N:4]=1.[CH2:12]([CH:19]1[CH2:24][CH2:23][NH:22][CH2:21][CH2:20]1)[C:13]1[CH:18]=[CH:17][CH:16]=[CH:15][CH:14]=1.O. The catalyst is CN(C=O)C. The product is [CH2:12]([CH:19]1[CH2:24][CH2:23][N:22]([CH2:2][C:3]2[NH:7][C:6]3[CH:8]=[CH:9][CH:10]=[CH:11][C:5]=3[N:4]=2)[CH2:21][CH2:20]1)[C:13]1[CH:18]=[CH:17][CH:16]=[CH:15][CH:14]=1. The yield is 0.250. (3) The product is [Cl:34][C:35]1[N:40]=[C:39]([CH2:41][C:16]([C:15]2[C:14]([F:23])=[C:13]([NH:12][S:9]([C:3]3[C:2]([F:1])=[CH:7][CH:6]=[CH:5][C:4]=3[F:8])(=[O:10])=[O:11])[CH:22]=[CH:21][CH:20]=2)=[O:17])[CH:38]=[CH:37][N:36]=1. The yield is 0.720. The reactants are [F:1][C:2]1[CH:7]=[CH:6][CH:5]=[C:4]([F:8])[C:3]=1[S:9]([NH:12][C:13]1[C:14]([F:23])=[C:15]([CH:20]=[CH:21][CH:22]=1)[C:16](OC)=[O:17])(=[O:11])=[O:10].C[Si]([N-][Si](C)(C)C)(C)C.[Li+].[Cl:34][C:35]1[N:40]=[C:39]([CH3:41])[CH:38]=[CH:37][N:36]=1. The catalyst is C1COCC1. (4) The product is [CH2:12]([O:11][C:9]([N:8]1[C@@H:3]([CH:2]([F:1])[F:23])[CH2:4][CH2:5][C@H:6]([C:19]([OH:21])=[O:20])[CH2:7]1)=[O:10])[C:13]1[CH:14]=[CH:15][CH:16]=[CH:17][CH:18]=1. The reactants are [F:1][CH:2]([F:23])[C@@H:3]1[N:8]([C:9]([O:11][CH2:12][C:13]2[CH:18]=[CH:17][CH:16]=[CH:15][CH:14]=2)=[O:10])[CH2:7][C@@H:6]([C:19]([O:21]C)=[O:20])[CH2:5][CH2:4]1.O[Li].O. The yield is 1.00. The catalyst is C1COCC1.O.CO. (5) The reactants are [CH:1]1[C:13]2[CH:12]([CH2:14][O:15][C:16](=[O:36])[NH:17][C:18]([N:21]3[C:29]4[C:28]5[CH:30]=[C:31]([O:34][CH3:35])[CH:32]=[CH:33][C:27]=5[CH2:26][CH2:25][C:24]=4[CH:23]=[N:22]3)([CH3:20])[CH3:19])[C:11]3[C:6](=[CH:7][CH:8]=[CH:9][CH:10]=3)[C:5]=2[CH:4]=[CH:3][CH:2]=1.C(C1C(=O)C(Cl)=C(Cl)C(=O)C=1C#N)#N.C([O-])(O)=O.[Na+]. The catalyst is O1CCOCC1. The product is [CH:10]1[C:11]2[CH:12]([CH2:14][O:15][C:16](=[O:36])[NH:17][C:18]([N:21]3[C:29]4[C:24](=[CH:25][CH:26]=[C:27]5[CH:33]=[CH:32][C:31]([O:34][CH3:35])=[CH:30][C:28]5=4)[CH:23]=[N:22]3)([CH3:20])[CH3:19])[C:13]3[C:5](=[CH:4][CH:3]=[CH:2][CH:1]=3)[C:6]=2[CH:7]=[CH:8][CH:9]=1. The yield is 0.550. (6) The yield is 0.750. The product is [CH:4]1[C:3]2[C:8](=[N:9][C:10]3[C:15]([C:2]=2[NH:16][CH2:17][C@@H:18]([OH:21])[CH2:19][OH:20])=[CH:14][CH:13]=[CH:12][CH:11]=3)[CH:7]=[CH:6][CH:5]=1. The catalyst is C(OCCO)C. The reactants are Cl[C:2]1[C:3]2[C:8]([N:9]=[C:10]3[C:15]=1[CH:14]=[CH:13][CH:12]=[CH:11]3)=[CH:7][CH:6]=[CH:5][CH:4]=2.[NH2:16][CH2:17][C@@H:18]([OH:21])[CH2:19][OH:20].